Predict the product of the given reaction. From a dataset of Forward reaction prediction with 1.9M reactions from USPTO patents (1976-2016). (1) The product is: [NH:8]1[C:4]2[N:5]=[CH:6][CH:7]=[C:2]([C:12]#[N:14])[C:3]=2[CH:10]=[CH:9]1. Given the reactants Cl[C:2]1[CH:7]=[CH:6][N:5]=[C:4]2[NH:8][CH:9]=[CH:10][C:3]=12.C[C:12]([N:14](C)C)=O, predict the reaction product. (2) The product is: [CH:17]1([NH:16][C:15](=[N:14][CH:8]2[CH2:13][CH2:12][CH2:11][CH2:10][CH2:9]2)[O:5][N:4]=[C:2]([CH3:3])[CH3:1])[CH2:18][CH2:19][CH2:20][CH2:21][CH2:22]1. Given the reactants [CH3:1][C:2](=[N:4][OH:5])[CH3:3].[OH-].[Na+].[CH:8]1([N:14]=[C:15]=[N:16][CH:17]2[CH2:22][CH2:21][CH2:20][CH2:19][CH2:18]2)[CH2:13][CH2:12][CH2:11][CH2:10][CH2:9]1, predict the reaction product. (3) Given the reactants [Cl:1][C:2]1[C:3]2[C:4](=[CH:8][N:9]([C:11]3[C:16]([Cl:17])=[CH:15][CH:14]=[CH:13][C:12]=3[Cl:18])[N:10]=2)[CH:5]=[N:6][CH:7]=1.[OH:19]O, predict the reaction product. The product is: [Cl:1][C:2]1[C:3]2[C:4](=[CH:8][N:9]([C:11]3[C:16]([Cl:17])=[CH:15][CH:14]=[CH:13][C:12]=3[Cl:18])[N:10]=2)[CH:5]=[N+:6]([O-:19])[CH:7]=1. (4) The product is: [Cl:46][C:28]1[C:4]([O:3][CH2:1][CH3:2])=[CH:5][C:6]([CH2:7][N:8]2[CH2:13][CH2:12][CH:11]([NH:14][C:15](=[O:25])[C:16]3[CH:21]=[C:20]([O:22][CH3:23])[CH:19]=[C:18]([OH:24])[CH:17]=3)[CH2:10][CH2:9]2)=[CH:26][C:27]=1[O:30][CH2:31][CH3:32]. Given the reactants [CH2:1]([O:3][C:4]1[CH:5]=[C:6]([CH:26]=[C:27]([O:30][CH2:31][CH3:32])[C:28]=1F)[CH2:7][N:8]1[CH2:13][CH2:12][CH:11]([NH:14][C:15](=[O:25])[C:16]2[CH:21]=[C:20]([O:22][CH3:23])[CH:19]=[C:18]([OH:24])[CH:17]=2)[CH2:10][CH2:9]1)[CH3:2].C(OC(=O)C1C=C(OCC)C([Cl:46])=C(OCC)C=1)C.ClC1C(OCC)=CC(CN2CCC(NC(=O)C3C=C(OC)C=C(CO)C=3)CC2)=CC=1OCC.C([BH3-])#N.[Na+].C(N(C(C)C)C(C)C)C, predict the reaction product. (5) Given the reactants [O:1]1[C:5]2[CH:6]=[CH:7][C:8]([C:10]3[O:14][C:13]([SH:15])=[N:12][N:11]=3)=[CH:9][C:4]=2[CH:3]=[CH:2]1.[F:16][C:17]1[CH:18]=[C:19]([CH:22]=[CH:23][CH:24]=1)[CH2:20]Cl, predict the reaction product. The product is: [O:1]1[C:5]2[CH:6]=[CH:7][C:8]([C:10]3[O:14][C:13]([S:15][CH2:20][C:19]4[CH:22]=[CH:23][CH:24]=[C:17]([F:16])[CH:18]=4)=[N:12][N:11]=3)=[CH:9][C:4]=2[CH:3]=[CH:2]1. (6) Given the reactants [F:1][C@@H:2]1[CH2:6][N:5]([C:7](=[O:17])[CH2:8][O:9][Si:10]([C:13]([CH3:16])([CH3:15])[CH3:14])([CH3:12])[CH3:11])[C@H:4]([C:18]([NH2:20])=O)[CH2:3]1.C(N(CC)CC)C.FC(F)(F)C(OC(=O)C(F)(F)F)=O, predict the reaction product. The product is: [F:1][C@@H:2]1[CH2:6][N:5]([C:7](=[O:17])[CH2:8][O:9][Si:10]([C:13]([CH3:14])([CH3:15])[CH3:16])([CH3:12])[CH3:11])[C@H:4]([C:18]#[N:20])[CH2:3]1. (7) Given the reactants [CH3:1][O:2][C:3]1[C:4]2[N:13]=[C:12]([NH:14][C:15]([N:17]3[CH2:22][CH2:21][C:20]([OH:33])([C:23]4[CH:28]=[CH:27][CH:26]=[C:25]([C:29]([F:32])([F:31])[F:30])[CH:24]=4)[CH2:19][CH2:18]3)=[O:16])[S:11][C:5]=2[N:6]=[C:7]([S:9][CH3:10])[N:8]=1.OO.[OH2:36].C[OH:38], predict the reaction product. The product is: [CH3:10][S:9]([C:7]1[N:8]=[C:3]([O:2][CH3:1])[C:4]2[N:13]=[C:12]([NH:14][C:15]([N:17]3[CH2:22][CH2:21][C:20]([OH:33])([C:23]4[CH:28]=[CH:27][CH:26]=[C:25]([C:29]([F:30])([F:32])[F:31])[CH:24]=4)[CH2:19][CH2:18]3)=[O:16])[S:11][C:5]=2[N:6]=1)(=[O:38])=[O:36].